Dataset: Catalyst prediction with 721,799 reactions and 888 catalyst types from USPTO. Task: Predict which catalyst facilitates the given reaction. Reactant: C(O[C:9](=[O:34])[NH:10][CH2:11][CH:12]1[CH2:17][CH2:16][CH2:15][CH:14]([N:18]2[C:27]3[C:22](=[N:23][CH:24]=[C:25]([Cl:28])[CH:26]=3)[C:21]3=[N:29][O:30][C:31]([CH3:32])=[C:20]3[C:19]2=[O:33])[CH2:13]1)C1C=CC=CC=1.I[Si](C)(C)C.C(O)(=O)[C:41]1[CH:46]=[CH:45][CH:44]=[CH:43][CH:42]=1.Cl.CN(C)CCCN=C=NCC.ON1C2N=CC=CC=2N=N1.C(N(CC)C(C)C)(C)C. Product: [Cl:28][C:25]1[CH:26]=[C:27]2[C:22](=[N:23][CH:24]=1)[C:21]1=[N:29][O:30][C:31]([CH3:32])=[C:20]1[C:19](=[O:33])[N:18]2[CH:14]1[CH2:15][CH2:16][CH2:17][CH:12]([CH2:11][NH:10][C:9](=[O:34])[C:41]2[CH:46]=[CH:45][CH:44]=[CH:43][CH:42]=2)[CH2:13]1. The catalyst class is: 120.